This data is from Peptide-MHC class II binding affinity with 134,281 pairs from IEDB. The task is: Regression. Given a peptide amino acid sequence and an MHC pseudo amino acid sequence, predict their binding affinity value. This is MHC class II binding data. (1) The peptide sequence is KIERWFVRNPFFAVT. The MHC is HLA-DQA10201-DQB10301 with pseudo-sequence HLA-DQA10201-DQB10301. The binding affinity (normalized) is 0. (2) The peptide sequence is EEDIEIIPIQEEEK. The MHC is HLA-DQA10301-DQB10302 with pseudo-sequence HLA-DQA10301-DQB10302. The binding affinity (normalized) is 0.824. (3) The peptide sequence is TGKKITAHLKRLWKM. The binding affinity (normalized) is 0.152. The MHC is HLA-DQA10201-DQB10402 with pseudo-sequence HLA-DQA10201-DQB10402. (4) The peptide sequence is AAGYVSGVAALVRSR. The MHC is HLA-DPA10301-DPB10402 with pseudo-sequence HLA-DPA10301-DPB10402. The binding affinity (normalized) is 0.239.